Dataset: NCI-60 drug combinations with 297,098 pairs across 59 cell lines. Task: Regression. Given two drug SMILES strings and cell line genomic features, predict the synergy score measuring deviation from expected non-interaction effect. Drug 1: CCC1=CC2CC(C3=C(CN(C2)C1)C4=CC=CC=C4N3)(C5=C(C=C6C(=C5)C78CCN9C7C(C=CC9)(C(C(C8N6C)(C(=O)OC)O)OC(=O)C)CC)OC)C(=O)OC.C(C(C(=O)O)O)(C(=O)O)O. Drug 2: C1=NC2=C(N1)C(=S)N=C(N2)N. Cell line: MDA-MB-435. Synergy scores: CSS=59.8, Synergy_ZIP=6.92, Synergy_Bliss=8.06, Synergy_Loewe=-16.1, Synergy_HSA=10.6.